Dataset: Full USPTO retrosynthesis dataset with 1.9M reactions from patents (1976-2016). Task: Predict the reactants needed to synthesize the given product. (1) Given the product [OH:1][CH:2]1[CH2:7][CH2:6][S:5][CH2:4][CH:3]1[C:8]([O:10][CH3:11])=[O:9], predict the reactants needed to synthesize it. The reactants are: [O:1]=[C:2]1[CH2:7][CH2:6][S:5][CH2:4][CH:3]1[C:8]([O:10][CH3:11])=[O:9].[BH4-].[Na+]. (2) Given the product [NH2:4][C:3]1[CH:5]=[CH:6][CH:7]=[CH:8][C:2]=1[C:1]1[O:10][C:13]2[CH:14]=[CH:15][CH:16]=[CH:17][C:12]=2[N:11]=1, predict the reactants needed to synthesize it. The reactants are: [C:1]([OH:10])(=O)[C:2]1[C:3](=[CH:5][CH:6]=[CH:7][CH:8]=1)[NH2:4].[NH2:11][C:12]1[CH:17]=[CH:16][CH:15]=[CH:14][C:13]=1O. (3) The reactants are: [CH2:1]([O:8][C:9]([N:11]1[CH2:20][CH2:19][C:18]2[C:13](=[CH:14][CH:15]=[C:16]([F:22])[C:17]=2[Br:21])[CH:12]1[C:23]1[CH:28]=[C:27]([Cl:29])[CH:26]=[CH:25][C:24]=1[OH:30])=[O:10])[C:2]1[CH:7]=[CH:6][CH:5]=[CH:4][CH:3]=1.C([O-])([O-])=O.[K+].[K+].[CH2:37](Br)[CH:38]=[CH2:39]. Given the product [CH2:1]([O:8][C:9]([N:11]1[CH2:20][CH2:19][C:18]2[C:13](=[CH:14][CH:15]=[C:16]([F:22])[C:17]=2[Br:21])[CH:12]1[C:23]1[CH:28]=[C:27]([Cl:29])[CH:26]=[CH:25][C:24]=1[O:30][CH2:39][CH:38]=[CH2:37])=[O:10])[C:2]1[CH:7]=[CH:6][CH:5]=[CH:4][CH:3]=1, predict the reactants needed to synthesize it. (4) Given the product [C:22]([C:6]1[C:5]2[C:9](=[CH:10][C:2]([NH:1][C:27]([NH:26][CH2:24][CH3:25])=[O:28])=[CH:3][CH:4]=2)[N:8]([CH2:11][CH3:12])[C:7]=1[C:13]1[CH:18]=[CH:17][C:16]([O:19][CH2:20][CH3:21])=[CH:15][CH:14]=1)#[N:23], predict the reactants needed to synthesize it. The reactants are: [NH2:1][C:2]1[CH:10]=[C:9]2[C:5]([C:6]([C:22]#[N:23])=[C:7]([C:13]3[CH:18]=[CH:17][C:16]([O:19][CH2:20][CH3:21])=[CH:15][CH:14]=3)[N:8]2[CH2:11][CH3:12])=[CH:4][CH:3]=1.[CH2:24]([N:26]=[C:27]=[O:28])[CH3:25]. (5) Given the product [Cl:11][C:12]1[C:13]([CH3:34])=[C:14]([S:18]([NH:21][C:22]2[CH:23]=[CH:24][CH:25]=[C:26]([CH2:28][C:29]([N:5]3[CH2:10][CH2:9][O:8][CH2:7][CH2:6]3)=[O:30])[N:27]=2)(=[O:20])=[O:19])[CH:15]=[CH:16][CH:17]=1, predict the reactants needed to synthesize it. The reactants are: [Cl-].C[Al+]C.[NH:5]1[CH2:10][CH2:9][O:8][CH2:7][CH2:6]1.[Cl:11][C:12]1[C:13]([CH3:34])=[C:14]([S:18]([NH:21][C:22]2[N:27]=[C:26]([CH2:28][C:29](OCC)=[O:30])[CH:25]=[CH:24][CH:23]=2)(=[O:20])=[O:19])[CH:15]=[CH:16][CH:17]=1.C(C(C(C([O-])=O)O)O)([O-])=O.[K+].[Na+]. (6) Given the product [CH2:9]([O:11][C:12](=[O:19])[CH2:13][C:14]1[NH:8][C:1]2[CH:6]=[CH:5][CH:4]=[CH:3][C:2]=2[N:7]=1)[CH3:10], predict the reactants needed to synthesize it. The reactants are: [C:1]1([NH2:8])[CH:6]=[CH:5][CH:4]=[CH:3][C:2]=1[NH2:7].[CH2:9]([O:11][C:12](=[O:19])[CH2:13][C:14](OCC)=N)[CH3:10]. (7) Given the product [F:18][C:19]1[CH:24]=[CH:23][C:22]([C@H:25]([NH:27][C@H:2]2[CH2:6][CH2:5][C@@H:4]([C:7]3[CH:16]=[CH:15][C:10]([C:11]([O:13][CH3:14])=[O:12])=[CH:9][CH:8]=3)[CH2:3]2)[CH3:26])=[CH:21][C:20]=1[O:28][CH3:29], predict the reactants needed to synthesize it. The reactants are: O=[C:2]1[CH2:6][CH2:5][C@@H:4]([C:7]2[CH:16]=[CH:15][C:10]([C:11]([O:13][CH3:14])=[O:12])=[CH:9][CH:8]=2)[CH2:3]1.Cl.[F:18][C:19]1[CH:24]=[CH:23][C:22]([C@H:25]([NH2:27])[CH3:26])=[CH:21][C:20]=1[O:28][CH3:29]. (8) The reactants are: [CH3:1][C:2]1[CH:7]=[CH:6][C:5]([S:8]([O:11][CH2:12][CH:13]2[CH2:22][CH2:21][C:20]3[C:15](=[C:16](Br)[CH:17]=[C:18]([F:23])[CH:19]=3)[O:14]2)(=[O:10])=[O:9])=[CH:4][CH:3]=1.[Cl:25][C:26]1[CH:31]=[CH:30][CH:29]=[CH:28][C:27]=1B(O)O.C(=O)([O-])[O-].[K+].[K+]. Given the product [Cl:25][C:26]1[CH:31]=[CH:30][CH:29]=[CH:28][C:27]=1[C:16]1[CH:17]=[C:18]([F:23])[CH:19]=[C:20]2[C:15]=1[O:14][CH:13]([CH2:12][O:11][S:8]([C:5]1[CH:4]=[CH:3][C:2]([CH3:1])=[CH:7][CH:6]=1)(=[O:9])=[O:10])[CH2:22][CH2:21]2, predict the reactants needed to synthesize it.